Predict which catalyst facilitates the given reaction. From a dataset of Catalyst prediction with 721,799 reactions and 888 catalyst types from USPTO. (1) Reactant: [Li]CCCC.[C:6]([Si:8]([CH:15]([CH3:17])[CH3:16])([CH:12]([CH3:14])[CH3:13])[CH:9]([CH3:11])[CH3:10])#[CH:7].[CH:18](=[O:25])[C:19]1[CH:24]=[CH:23][N:22]=[CH:21][CH:20]=1.[NH4+].[Cl-]. Product: [N:22]1[CH:23]=[CH:24][C:19]([CH:18]([OH:25])[C:7]#[C:6][Si:8]([CH:12]([CH3:14])[CH3:13])([CH:9]([CH3:11])[CH3:10])[CH:15]([CH3:17])[CH3:16])=[CH:20][CH:21]=1. The catalyst class is: 1. (2) Reactant: [OH:1][C@H:2]([C@@H:8]([OH:12])[CH2:9][CH2:10][CH3:11])[C:3]([O:5][CH2:6][CH3:7])=[O:4].CCN(CC)CC.[N+:20]([C:23]1[CH:28]=[CH:27][C:26]([S:29](Cl)(=[O:31])=[O:30])=[CH:25][CH:24]=1)([O-:22])=[O:21]. Product: [OH:12][C@@H:8]([CH2:9][CH2:10][CH3:11])[C@@H:2]([O:1][S:29]([C:26]1[CH:25]=[CH:24][C:23]([N+:20]([O-:22])=[O:21])=[CH:28][CH:27]=1)(=[O:30])=[O:31])[C:3]([O:5][CH2:6][CH3:7])=[O:4]. The catalyst class is: 34. (3) Reactant: [Cl:1][C:2]1[C:3]([CH2:14][S:15]([C:17]2[NH:27][C:20]3=[N:21][C:22]([O:25][CH3:26])=[CH:23][CH:24]=[C:19]3[N:18]=2)=[O:16])=[N:4][CH:5]=[CH:6][C:7]=1[N:8]1[CH2:13][CH2:12][O:11][CH2:10][CH2:9]1. Product: [Cl:1][C:2]1[C:3]([CH2:14][S@@:15]([C:17]2[NH:27][C:20]3=[N:21][C:22]([O:25][CH3:26])=[CH:23][CH:24]=[C:19]3[N:18]=2)=[O:16])=[N:4][CH:5]=[CH:6][C:7]=1[N:8]1[CH2:9][CH2:10][O:11][CH2:12][CH2:13]1. The catalyst class is: 10. (4) Reactant: [Br:1][C:2]1[CH:10]=[CH:9][CH:8]=[C:7]2[C:3]=1[CH2:4][C:5](=O)[NH:6]2.Cl.[OH-].[Na+].O. Product: [Br:1][C:2]1[CH:10]=[CH:9][CH:8]=[C:7]2[C:3]=1[CH2:4][CH2:5][NH:6]2. The catalyst class is: 36. (5) Reactant: [Cl:1][C:2]1[C:7]([C:8]2[CH:13]=[CH:12][CH:11]=[CH:10][CH:9]=2)=[N:6][N:5]=[C:4]2[N:14]([CH2:23][C:24]([OH:26])=O)[N:15]=[C:16]([C:17]3[CH:22]=[CH:21][CH:20]=[CH:19][CH:18]=3)[C:3]=12.[NH:27]1[CH2:32][CH2:31][CH:30]([OH:33])[CH2:29][CH2:28]1.C(N(C(C)C)CC)(C)C.F[P-](F)(F)(F)(F)F.N1(OC(N(C)C)=[N+](C)C)C2N=CC=CC=2N=N1. Product: [Cl:1][C:2]1[C:7]([C:8]2[CH:13]=[CH:12][CH:11]=[CH:10][CH:9]=2)=[N:6][N:5]=[C:4]2[N:14]([CH2:23][C:24]([N:27]3[CH2:32][CH2:31][CH:30]([OH:33])[CH2:29][CH2:28]3)=[O:26])[N:15]=[C:16]([C:17]3[CH:22]=[CH:21][CH:20]=[CH:19][CH:18]=3)[C:3]=12. The catalyst class is: 31. (6) Reactant: [F:1][C:2]([F:23])([F:22])[C:3]1[CH:17]=[C:16]([C:18]([F:21])([F:20])[F:19])[CH:15]=[CH:14][C:4]=1[CH2:5][N:6]1[CH2:11][CH2:10][CH:9]([CH:12]=O)[CH2:8][CH2:7]1.[CH:24]1([CH2:27][NH:28][C:29]2[CH2:33][S:32][C:31](=[O:34])[N:30]=2)[CH2:26][CH2:25]1.CC(C)([O-])C.[K+]. Product: [F:23][C:2]([F:1])([F:22])[C:3]1[CH:17]=[C:16]([C:18]([F:21])([F:20])[F:19])[CH:15]=[CH:14][C:4]=1[CH2:5][N:6]1[CH2:11][CH2:10][CH:9](/[CH:12]=[C:33]2/[C:29]([NH:28][CH2:27][CH:24]3[CH2:25][CH2:26]3)=[N:30][C:31](=[O:34])[S:32]/2)[CH2:8][CH2:7]1. The catalyst class is: 8. (7) Reactant: [CH2:1]([CH:8]1[CH2:11][NH:10][CH2:9]1)[C:2]1[CH:7]=[CH:6][CH:5]=[CH:4][CH:3]=1.[C:12]1([CH2:18][CH2:19][C:20](Cl)=[O:21])[CH:17]=[CH:16][CH:15]=[CH:14][CH:13]=1.C(N(CC)CC)C. Product: [CH2:1]([CH:8]1[CH2:9][N:10]([C:20](=[O:21])[CH2:19][CH2:18][C:12]2[CH:17]=[CH:16][CH:15]=[CH:14][CH:13]=2)[CH2:11]1)[C:2]1[CH:7]=[CH:6][CH:5]=[CH:4][CH:3]=1. The catalyst class is: 4. (8) Reactant: CN([CH:4]=[C:5]([C:11](=O)[CH3:12])[C:6]([O:8][CH2:9][CH3:10])=[O:7])C.Cl.[C:15]([NH2:18])(=[NH:17])[CH3:16].CC[O-].[Na+]. Product: [CH3:16][C:15]1[N:18]=[C:11]([CH3:12])[C:5]([C:6]([O:8][CH2:9][CH3:10])=[O:7])=[CH:4][N:17]=1. The catalyst class is: 14. (9) Reactant: C([O:8][C:9]1[CH:14]=[CH:13][C:12]([N+:15]([O-])=O)=[C:11]([CH3:18])[C:10]=1[F:19])C1C=CC=CC=1.[CH3:20]OC(OC)N(C)C. Product: [F:19][C:10]1[C:9]([OH:8])=[CH:14][CH:13]=[C:12]2[C:11]=1[CH:18]=[CH:20][NH:15]2. The catalyst class is: 45. (10) Reactant: C(=O)([O-])[O-].[K+].[K+].[F:7][C:8]1[CH:13]=[CH:12][C:11]([SH:14])=[CH:10][C:9]=1[CH3:15].Br[CH2:17][C:18]1[CH:23]=[CH:22][C:21]([C:24]([OH:33])([C:29]([F:32])([F:31])[F:30])[C:25]([F:28])([F:27])[F:26])=[CH:20][CH:19]=1. Product: [F:26][C:25]([F:27])([F:28])[C:24]([C:21]1[CH:22]=[CH:23][C:18]([CH2:17][S:14][C:11]2[CH:12]=[CH:13][C:8]([F:7])=[C:9]([CH3:15])[CH:10]=2)=[CH:19][CH:20]=1)([OH:33])[C:29]([F:30])([F:32])[F:31]. The catalyst class is: 56.